This data is from Forward reaction prediction with 1.9M reactions from USPTO patents (1976-2016). The task is: Predict the product of the given reaction. Given the reactants [CH2:1]([O:3][C:4](=[O:15])[CH:5]([CH2:11][CH:12]([CH3:14])[CH3:13])[C:6]([O:8][CH2:9][CH3:10])=[O:7])[CH3:2].[H-].[Na+].[F:18][C:19]1[CH:24]=[C:23]([N+:25]([O-:27])=[O:26])[C:22]([F:28])=[CH:21][C:20]=1F, predict the reaction product. The product is: [CH2:1]([O:3][C:4](=[O:15])[C:5]([C:20]1[CH:21]=[C:22]([F:28])[C:23]([N+:25]([O-:27])=[O:26])=[CH:24][C:19]=1[F:18])([CH2:11][CH:12]([CH3:13])[CH3:14])[C:6]([O:8][CH2:9][CH3:10])=[O:7])[CH3:2].